This data is from Forward reaction prediction with 1.9M reactions from USPTO patents (1976-2016). The task is: Predict the product of the given reaction. (1) Given the reactants [Cl:1][C:2]1[C:3]([C:32]2[C:40]3[C:35](=[CH:36][CH:37]=[CH:38][CH:39]=3)[N:34](S(C3C=CC=CC=3)(=O)=O)[CH:33]=2)=[N:4][C:5]([NH:8][CH2:9][C:10]([CH3:31])([CH3:30])[CH2:11][NH:12][C:13](=[O:29])[C:14]2[CH:19]=[CH:18][C:17]([NH:20][C:21](=[O:28])/[CH:22]=[CH:23]/[CH2:24]N(C)C)=[CH:16][CH:15]=2)=[N:6][CH:7]=1.C(O)=[O:51], predict the reaction product. The product is: [Cl:1][C:2]1[C:3]([C:32]2[C:40]3[C:35](=[CH:36][CH:37]=[CH:38][CH:39]=3)[NH:34][CH:33]=2)=[N:4][C:5]([NH:8][CH2:9][C:10]([CH3:31])([CH3:30])[CH2:11][NH:12][C:13](=[O:29])[C:14]2[CH:19]=[CH:18][C:17]([NH:20][C:21](=[O:28])/[CH:22]=[CH:23]/[CH2:24][OH:51])=[CH:16][CH:15]=2)=[N:6][CH:7]=1. (2) Given the reactants [CH2:1]([C:3]1[S:29][C:6]2[N:7]([CH2:13][C:14]3[CH:19]=[CH:18][C:17]([C:20]4[C:21]([C:26]#[N:27])=[CH:22][CH:23]=[CH:24][CH:25]=4)=[C:16]([F:28])[CH:15]=3)[C:8](=[O:12])[NH:9][C:10](=[O:11])[C:5]=2[CH:4]=1)[CH3:2].Br[CH2:31][C:32]([C:34]1[CH:39]=[CH:38][C:37]([O:40][CH3:41])=[CH:36][CH:35]=1)=[O:33].CN(C)C=O.[H-].[Na+], predict the reaction product. The product is: [CH2:1]([C:3]1[S:29][C:6]2[N:7]([CH2:13][C:14]3[CH:19]=[CH:18][C:17]([C:20]4[C:21]([C:26]#[N:27])=[CH:22][CH:23]=[CH:24][CH:25]=4)=[C:16]([F:28])[CH:15]=3)[C:8](=[O:12])[N:9]([CH2:31][C:32]([C:34]3[CH:39]=[CH:38][C:37]([O:40][CH3:41])=[CH:36][CH:35]=3)=[O:33])[C:10](=[O:11])[C:5]=2[CH:4]=1)[CH3:2]. (3) Given the reactants Cl.[O:2]=[C:3]1[N:7]2[CH2:8][CH2:9][N:10]([C:12]([NH:14][CH2:15][CH2:16][NH:17][CH2:18][CH:19]=[CH2:20])=[O:13])[CH2:11][CH:6]2[C:5]([C:27]2[CH:32]=[CH:31][CH:30]=[CH:29][CH:28]=2)([C:21]2[CH:26]=[CH:25][CH:24]=[CH:23][CH:22]=2)[O:4]1.C(=O)([O-])O.[Na+].C(N(CC)CC)C.[C:45](OC(=O)C)(=[O:47])[CH3:46], predict the reaction product. The product is: [C:45]([N:17]([CH2:18][CH:19]=[CH2:20])[CH2:16][CH2:15][NH:14][C:12]([N:10]1[CH2:9][CH2:8][N:7]2[C:3](=[O:2])[O:4][C:5]([C:21]3[CH:22]=[CH:23][CH:24]=[CH:25][CH:26]=3)([C:27]3[CH:32]=[CH:31][CH:30]=[CH:29][CH:28]=3)[CH:6]2[CH2:11]1)=[O:13])(=[O:47])[CH3:46]. (4) Given the reactants C([N:8]1[CH2:13][CH2:12][N:11]([CH2:14][CH2:15][CH2:16][CH2:17][CH2:18][N:19]2[C:24](=[O:25])[N:23]([CH3:26])[C:22](=O)[CH:21]=[N:20]2)[CH2:10][CH2:9]1)C1C=CC=CC=1.[H][H], predict the reaction product. The product is: [CH3:26][N:23]1[CH2:22][CH:21]=[N:20][N:19]([CH2:18][CH2:17][CH2:16][CH2:15][CH2:14][N:11]2[CH2:12][CH2:13][NH:8][CH2:9][CH2:10]2)[C:24]1=[O:25]. (5) Given the reactants [CH3:1][O:2][C:3]([C:5]1[C:6](=[O:17])[S:7][C:8]2[C:13]([C:14]=1[OH:15])=[CH:12][CH:11]=[C:10](Br)[CH:9]=2)=[O:4].[F:18][C:19]([F:30])([F:29])[C:20]1[CH:25]=[CH:24][C:23](B(O)O)=[CH:22][CH:21]=1, predict the reaction product. The product is: [CH3:1][O:2][C:3]([C:5]1[C:6](=[O:17])[S:7][C:8]2[C:13]([C:14]=1[OH:15])=[CH:12][CH:11]=[C:10]([C:23]1[CH:24]=[CH:25][C:20]([C:19]([F:30])([F:29])[F:18])=[CH:21][CH:22]=1)[CH:9]=2)=[O:4]. (6) Given the reactants C(OC(=O)[NH:7][C@H:8]([CH2:25][C:26]1[CH:31]=[CH:30][N:29]=[CH:28][CH:27]=1)[C:9]([N:11]1[CH2:16][CH2:15][N:14]([C:17]2[CH:22]=[CH:21][CH:20]=[CH:19][C:18]=2[O:23][CH3:24])[CH2:13][CH2:12]1)=[O:10])(C)(C)C.Cl, predict the reaction product. The product is: [NH2:7][C@H:8]([CH2:25][C:26]1[CH:31]=[CH:30][N:29]=[CH:28][CH:27]=1)[C:9]([N:11]1[CH2:12][CH2:13][N:14]([C:17]2[CH:22]=[CH:21][CH:20]=[CH:19][C:18]=2[O:23][CH3:24])[CH2:15][CH2:16]1)=[O:10].